From a dataset of Forward reaction prediction with 1.9M reactions from USPTO patents (1976-2016). Predict the product of the given reaction. (1) Given the reactants [N:1]1([C:7]2[CH:12]=[CH:11][C:10]([NH:13][C:14]([C:16]3[O:17][C:18]4[C:23]([C:24](=[O:26])[CH:25]=3)=[CH:22][C:21]([O:27][CH3:28])=[CH:20][C:19]=4[N:29]3[CH2:34][CH2:33][N:32]([CH3:35])[CH2:31][CH2:30]3)=[O:15])=[CH:9][CH:8]=2)[CH2:6][CH2:5][NH:4][CH2:3][CH2:2]1.[CH:36]1([N:42]=[C:43]=[O:44])[CH2:41][CH2:40][CH2:39][CH2:38][CH2:37]1, predict the reaction product. The product is: [CH:36]1([NH:42][C:43]([N:4]2[CH2:5][CH2:6][N:1]([C:7]3[CH:8]=[CH:9][C:10]([NH:13][C:14]([C:16]4[O:17][C:18]5[C:23]([C:24](=[O:26])[CH:25]=4)=[CH:22][C:21]([O:27][CH3:28])=[CH:20][C:19]=5[N:29]4[CH2:30][CH2:31][N:32]([CH3:35])[CH2:33][CH2:34]4)=[O:15])=[CH:11][CH:12]=3)[CH2:2][CH2:3]2)=[O:44])[CH2:41][CH2:40][CH2:39][CH2:38][CH2:37]1. (2) The product is: [NH2:1][C:2]1[CH:3]=[C:4]2[C:9](=[CH:10][CH:11]=1)[C:8]([O:12][S:19]([C:14]1[CH:15]=[CH:16][CH:17]=[CH:18][C:13]=1[CH3:23])(=[O:21])=[O:20])=[CH:7][CH:6]=[CH:5]2. Given the reactants [NH2:1][C:2]1[CH:3]=[C:4]2[C:9](=[CH:10][CH:11]=1)[C:8]([OH:12])=[CH:7][CH:6]=[CH:5]2.[C:13]1([CH3:23])[C:14]([S:19](Cl)(=[O:21])=[O:20])=[CH:15][CH:16]=[CH:17][CH:18]=1, predict the reaction product. (3) Given the reactants [OH:1][C@:2]1([CH3:35])[CH2:6][O:5][N:4]([C:7]([C:9]2[C:17]3[C:16](=[O:18])[N:15]([CH3:19])[C:14](=[O:20])[N:13]([CH:21]([CH3:23])[CH3:22])[C:12]=3[S:11][C:10]=2[CH2:24][C:25]2[C:26]([C:31]([F:34])([F:33])[F:32])=[N:27][NH:28][C:29]=2[CH3:30])=[O:8])[CH2:3]1.Br[C:37]1[N:42]=[CH:41][CH:40]=[CH:39][N:38]=1.C(=O)([O-])[O-].[K+].[K+], predict the reaction product. The product is: [CH3:35][C@@:2]1([OH:1])[CH2:6][O:5][N:4]([C:7]([C:9]2[C:17]3[C:16](=[O:18])[N:15]([CH3:19])[C:14](=[O:20])[N:13]([CH:21]([CH3:22])[CH3:23])[C:12]=3[S:11][C:10]=2[CH2:24][C:25]2[C:26]([C:31]([F:32])([F:33])[F:34])=[N:27][N:28]([C:37]3[N:42]=[CH:41][CH:40]=[CH:39][N:38]=3)[C:29]=2[CH3:30])=[O:8])[CH2:3]1.